Dataset: Catalyst prediction with 721,799 reactions and 888 catalyst types from USPTO. Task: Predict which catalyst facilitates the given reaction. Reactant: C(N(C(C)C)CC)(C)C.[CH2:10]([NH2:15])[C:11]([CH3:14])([CH3:13])[CH3:12].Cl[C:17]1[CH:22]=[C:21]([C:23]2[CH:24]=[N:25][CH:26]=[CH:27][CH:28]=2)[N:20]=[C:19]([C:29]2[N:33]3[CH:34]=[CH:35][CH:36]=[CH:37][C:32]3=[N:31][CH:30]=2)[N:18]=1. Product: [CH3:12][C:11]([CH3:14])([CH3:13])[CH2:10][NH:15][C:17]1[CH:22]=[C:21]([C:23]2[CH:24]=[N:25][CH:26]=[CH:27][CH:28]=2)[N:20]=[C:19]([C:29]2[N:33]3[CH:34]=[CH:35][CH:36]=[CH:37][C:32]3=[N:31][CH:30]=2)[N:18]=1. The catalyst class is: 3.